Dataset: Full USPTO retrosynthesis dataset with 1.9M reactions from patents (1976-2016). Task: Predict the reactants needed to synthesize the given product. Given the product [C:20]([CH:9]1[NH:8][CH2:7][C:6]2[CH:12]=[C:2]([Cl:1])[CH:3]=[CH:4][C:5]=2[NH:11][CH2:10]1)(=[O:22])[CH3:21], predict the reactants needed to synthesize it. The reactants are: [Cl:1][C:2]1[CH:3]=[CH:4][C:5]2[NH:11][CH2:10][CH2:9][NH:8][CH2:7][C:6]=2[CH:12]=1.CCN(CC)CC.[C:20](OC(=O)C)(=[O:22])[CH3:21].